Dataset: Reaction yield outcomes from USPTO patents with 853,638 reactions. Task: Predict the reaction yield, written as a fraction of the theoretical maximum amount of product (1.0 means a 100% yield; for example, 0.34 means a 34% yield). (1) The reactants are [Cl:1][C:2]1[N:7]=[C:6]([C:8]([CH:10]2[CH2:12][CH2:11]2)=[O:9])[CH:5]=[CH:4][N:3]=1.[CH3:13][Mg]Cl. The catalyst is C1COCC1.CCOC(C)=O. The product is [Cl:1][C:2]1[N:7]=[C:6]([C:8]([CH:10]2[CH2:11][CH2:12]2)([OH:9])[CH3:13])[CH:5]=[CH:4][N:3]=1. The yield is 0.600. (2) The reactants are [C:1]([C:5]1[CH:28]=[CH:27][C:8]([C:9]([NH:11][C@H:12]([C:23]([O:25][CH3:26])=[O:24])[CH2:13][C:14]2[CH:22]=[CH:21][C:17]([C:18](O)=[O:19])=[CH:16][CH:15]=2)=[O:10])=[CH:7][CH:6]=1)([CH3:4])([CH3:3])[CH3:2].CN1CCOCC1.C(Cl)(=O)OCC(C)C.[CH2:44]([O:51][C:52]1[CH:61]=[CH:60][C:55]([C:56]([NH:58][NH2:59])=[O:57])=[CH:54][CH:53]=1)[CH2:45][CH2:46][CH2:47][CH2:48][CH2:49][CH3:50]. The catalyst is C1COCC1. The product is [C:1]([C:5]1[CH:6]=[CH:7][C:8]([C:9]([NH:11][C@@H:12]([CH2:13][C:14]2[CH:15]=[CH:16][C:17]([C:18]([NH:59][NH:58][C:56](=[O:57])[C:55]3[CH:60]=[CH:61][C:52]([O:51][CH2:44][CH2:45][CH2:46][CH2:47][CH2:48][CH2:49][CH3:50])=[CH:53][CH:54]=3)=[O:19])=[CH:21][CH:22]=2)[C:23]([O:25][CH3:26])=[O:24])=[O:10])=[CH:27][CH:28]=1)([CH3:4])([CH3:3])[CH3:2]. The yield is 0.710. (3) The reactants are [Cl:1][C:2]1[N:11]=[C:10](Cl)[C:9]2[C:4](=[CH:5][C:6]([CH3:13])=[CH:7][CH:8]=2)[N:3]=1.[NH:14]1[CH2:18][CH2:17][C@@H:16]([NH:19][C:20](=[O:26])[O:21][C:22]([CH3:25])([CH3:24])[CH3:23])[CH2:15]1.CCN(CC)CC. The catalyst is ClCCl. The product is [Cl:1][C:2]1[N:11]=[C:10]([N:14]2[CH2:18][CH2:17][C@@H:16]([NH:19][C:20](=[O:26])[O:21][C:22]([CH3:24])([CH3:23])[CH3:25])[CH2:15]2)[C:9]2[C:4](=[CH:5][C:6]([CH3:13])=[CH:7][CH:8]=2)[N:3]=1. The yield is 0.830. (4) The reactants are [OH:1][C:2]1([C:9]2[CH:14]=[CH:13][CH:12]=[CH:11][CH:10]=2)[CH2:7][CH2:6][C:5](=O)[CH2:4][CH2:3]1.[F:15][CH2:16][C:17]1([NH:22][C:23](=[O:38])[CH2:24][NH:25][C:26](=[O:37])[C:27]2[CH:32]=[CH:31][CH:30]=[C:29]([C:33]([F:36])([F:35])[F:34])[CH:28]=2)[CH2:21][CH2:20][NH:19][CH2:18]1.C(O[BH-](OC(=O)C)OC(=O)C)(=O)C.[Na+]. The catalyst is C(Cl)Cl. The product is [F:15][CH2:16][C:17]1([NH:22][C:23](=[O:38])[CH2:24][NH:25][C:26](=[O:37])[C:27]2[CH:32]=[CH:31][CH:30]=[C:29]([C:33]([F:36])([F:34])[F:35])[CH:28]=2)[CH2:21][CH2:20][N:19]([CH:5]2[CH2:6][CH2:7][C:2]([OH:1])([C:9]3[CH:14]=[CH:13][CH:12]=[CH:11][CH:10]=3)[CH2:3][CH2:4]2)[CH2:18]1. The yield is 0.167. (5) The reactants are [C:1]1([N:7]=[C:8]2[NH:12][C:11](=[O:13])[CH2:10][S:9]2)[CH:6]=[CH:5][CH:4]=[CH:3][CH:2]=1.[CH3:14][C:15]([O-])=O.[Na+].[CH3:19][C:20](O)=O. No catalyst specified. The product is [C:20]1([CH:19]=[CH:15][CH:14]=[C:10]2[S:9][C:8](=[N:7][C:1]3[CH:2]=[CH:3][CH:4]=[CH:5][CH:6]=3)[NH:12][C:11]2=[O:13])[CH:5]=[CH:6][CH:1]=[CH:2][CH:3]=1. The yield is 0.850. (6) The reactants are Br[C:2]1[CH:7]2[N:8]([C:9]([O:11][C:12]([CH3:15])([CH3:14])[CH3:13])=[O:10])[CH:4]([CH:5]=[CH:6]2)[C:3]=1[C:16]([O:18][CH3:19])=[O:17].[H][H].[C:22](OCC)(=O)C.CCCCCC. The catalyst is C(O)C.[Pd]. The product is [CH:4]12[N:8]([C:9]([O:11][C:12]([CH3:15])([CH3:14])[CH3:13])=[O:10])[CH:7]([CH2:6][CH2:5]1)[CH2:2][CH:3]2[C:16]([O:18][CH2:19][CH3:22])=[O:17]. The yield is 0.850. (7) The reactants are [F:1][C:2]([F:26])([F:25])[C@H:3]([N:12]1[CH2:16][CH2:15][C@H:14]([NH:17][C:18](=[O:24])[O:19][C:20]([CH3:23])([CH3:22])[CH3:21])[CH2:13]1)[C:4]1[CH:5]=[N:6][C:7]([NH:10][NH2:11])=[CH:8][CH:9]=1.[F:27][C:28]1[CH:29]=[C:30]2[C:35](=[C:36]([O:38][CH2:39][CH2:40][CH2:41][O:42][CH3:43])[CH:37]=1)[N:34]=[C:33]([CH:44]=O)[CH:32]=[CH:31]2.C(O)C.C(O)(=O)C.C(O)(=O)C.I(C1C=CC=CC=1)=O.C(=O)(O)[O-].[Na+]. The catalyst is C(OCC)(=O)C. The product is [F:26][C:2]([F:25])([F:1])[C@H:3]([N:12]1[CH2:16][CH2:15][C@H:14]([NH:17][C:18](=[O:24])[O:19][C:20]([CH3:22])([CH3:23])[CH3:21])[CH2:13]1)[C:4]1[CH:9]=[CH:8][C:7]2[N:6]([C:44]([C:33]3[CH:32]=[CH:31][C:30]4[C:35](=[C:36]([O:38][CH2:39][CH2:40][CH2:41][O:42][CH3:43])[CH:37]=[C:28]([F:27])[CH:29]=4)[N:34]=3)=[N:11][N:10]=2)[CH:5]=1. The yield is 0.550.